This data is from Reaction yield outcomes from USPTO patents with 853,638 reactions. The task is: Predict the reaction yield, written as a fraction of the theoretical maximum amount of product (1.0 means a 100% yield; for example, 0.34 means a 34% yield). (1) The reactants are FC1(F)CC1CN1CCN(C2SC(C(OCC)=O)=C(C)N=2)C1=O.[F:24][C:25]1[CH:48]=[CH:47][C:28]([CH2:29][N:30]2[C:34](=[O:35])[N:33]([C:36]3[S:37][C:38]([C:42]([O:44]CC)=[O:43])=[C:39]([CH3:41])[N:40]=3)[CH:32]=[N:31]2)=[CH:27][CH:26]=1. No catalyst specified. The product is [F:24][C:25]1[CH:26]=[CH:27][C:28]([CH2:29][N:30]2[C:34](=[O:35])[N:33]([C:36]3[S:37][C:38]([C:42]([OH:44])=[O:43])=[C:39]([CH3:41])[N:40]=3)[CH:32]=[N:31]2)=[CH:47][CH:48]=1. The yield is 0.990. (2) The reactants are [CH3:1][C:2]1[CH:7]=[CH:6][CH:5]=[C:4]([CH3:8])[C:3]=1[OH:9].C1(P(C2C=CC=CC=2)C2C=CC=CC=2)C=CC=CC=1.[CH:29]1([C:33]2[O:37][N:36]=[C:35]([CH2:38]O)[C:34]=2[C:40]([O:42][CH2:43][CH3:44])=[O:41])[CH2:32][CH2:31][CH2:30]1.N(C(OC(C)C)=O)=NC(OC(C)C)=O. The catalyst is C1(C)C=CC=CC=1. The product is [CH:29]1([C:33]2[O:37][N:36]=[C:35]([CH2:38][O:9][C:3]3[C:4]([CH3:8])=[CH:5][CH:6]=[CH:7][C:2]=3[CH3:1])[C:34]=2[C:40]([O:42][CH2:43][CH3:44])=[O:41])[CH2:30][CH2:31][CH2:32]1. The yield is 0.810. (3) The reactants are Cl[C:2]([O:4][CH2:5][C:6]1[CH:11]=[CH:10][CH:9]=[CH:8][CH:7]=1)=[O:3].[CH3:12][C:13]1[CH:18]=[C:17]([N:19]2[CH2:24][CH2:23][O:22][CH2:21][CH2:20]2)[CH:16]=[C:15]([CH3:25])[C:14]=1[NH2:26].C(N(CC)C(C)C)(C)C. The catalyst is ClCCCl. The product is [CH2:5]([O:4][C:2](=[O:3])[NH:26][C:14]1[C:15]([CH3:25])=[CH:16][C:17]([N:19]2[CH2:20][CH2:21][O:22][CH2:23][CH2:24]2)=[CH:18][C:13]=1[CH3:12])[C:6]1[CH:11]=[CH:10][CH:9]=[CH:8][CH:7]=1. The yield is 0.470. (4) The reactants are C(N(CC)CC)C.Cl.[CH3:9][O:10][C:11](=[O:24])[C@H:12]([CH2:14][C:15]1[CH:20]=[CH:19][C:18]([N+:21]([O-:23])=[O:22])=[CH:17][CH:16]=1)[NH2:13].[CH3:25][O:26][C:27](=[O:30])[CH2:28]Br. The catalyst is C1COCC1. The product is [CH3:9][O:10][C:11](=[O:24])[C@H:12]([CH2:14][C:15]1[CH:20]=[CH:19][C:18]([N+:21]([O-:23])=[O:22])=[CH:17][CH:16]=1)[NH:13][CH2:28][C:27]([O:26][CH3:25])=[O:30]. The yield is 0.920.